This data is from Catalyst prediction with 721,799 reactions and 888 catalyst types from USPTO. The task is: Predict which catalyst facilitates the given reaction. (1) Product: [ClH:57].[F:21][C:18]1[CH:19]=[C:20]2[C:15]([CH:14]=[CH:13][C:12](=[O:22])[N:11]2[CH2:10][CH2:9][N:5]2[CH2:6][C@@H:7]([OH:8])[C@@H:3]([CH2:2][NH:1][CH2:34][C:32]3[CH:31]=[CH:30][C:27]4[O:28][CH2:29][C:24](=[O:23])[NH:25][C:26]=4[N:33]=3)[CH2:4]2)=[N:16][CH:17]=1. Reactant: [NH2:1][CH2:2][C@@H:3]1[C@H:7]([OH:8])[CH2:6][N:5]([CH2:9][CH2:10][N:11]2[C:20]3[C:15](=[N:16][CH:17]=[C:18]([F:21])[CH:19]=3)[CH:14]=[CH:13][C:12]2=[O:22])[CH2:4]1.[O:23]=[C:24]1[CH2:29][O:28][C:27]2[CH:30]=[CH:31][C:32]([CH:34]=O)=[N:33][C:26]=2[NH:25]1.C(=O)([O-])[O-].[Na+].[Na+].C(O[BH-](OC(=O)C)OC(=O)C)(=O)C.[Na+].C(Cl)[Cl:57]. The catalyst class is: 5. (2) Reactant: [NH2:1][C:2]1[CH:10]=[C:9]2[C:5]([CH:6]=[CH:7][N:8]2[CH:11]2[CH2:16][CH2:15][N:14]([CH2:17][C:18]3[CH:23]=[CH:22][C:21]([C:24]([OH:33])([C:29]([F:32])([F:31])[F:30])[C:25]([F:28])([F:27])[F:26])=[CH:20][CH:19]=3)[CH2:13][CH2:12]2)=[CH:4][CH:3]=1.[C:34](Cl)(=O)[O:35]C1C=CC([N+]([O-])=O)=CC=1.[CH:47]1([CH2:50][NH2:51])[CH2:49][CH2:48]1. Product: [CH:47]1([CH2:50][NH:51][C:34]([NH:1][C:2]2[CH:10]=[C:9]3[C:5]([CH:6]=[CH:7][N:8]3[CH:11]3[CH2:12][CH2:13][N:14]([CH2:17][C:18]4[CH:19]=[CH:20][C:21]([C:24]([OH:33])([C:29]([F:32])([F:31])[F:30])[C:25]([F:26])([F:27])[F:28])=[CH:22][CH:23]=4)[CH2:15][CH2:16]3)=[CH:4][CH:3]=2)=[O:35])[CH2:49][CH2:48]1. The catalyst class is: 7. (3) The catalyst class is: 27. Reactant: [Br:1][C:2]1[CH:9]=[CH:8][CH:7]=[CH:6][C:3]=1[CH:4]=[O:5]. Product: [Br:1][C:2]1[CH:9]=[CH:8][CH:7]=[CH:6][C:3]=1[CH:4]([OH:5])[CH2:4][C:3]1[CH:6]=[CH:7][CH:8]=[CH:9][CH:2]=1. (4) Reactant: [CH2:1]([NH:8][C:9]([C:11]1[CH:15]=[CH:14][O:13][C:12]=1[NH:16][C:17](=O)[CH2:18][CH2:19][CH3:20])=[O:10])[C:2]1[CH:7]=[CH:6][CH:5]=[CH:4][CH:3]=1.[OH-].[Na+]. Product: [CH2:1]([N:8]1[C:9](=[O:10])[C:11]2[CH:15]=[CH:14][O:13][C:12]=2[N:16]=[C:17]1[CH2:18][CH2:19][CH3:20])[C:2]1[CH:7]=[CH:6][CH:5]=[CH:4][CH:3]=1. The catalyst class is: 196. (5) Reactant: [C:1]1([CH2:7][C:8]([OH:10])=O)[CH:6]=[CH:5][CH:4]=[CH:3][CH:2]=1.Cl.[CH3:12][NH:13][O:14][CH3:15]. Product: [CH3:15][O:14][N:13]([CH3:12])[C:8](=[O:10])[CH2:7][C:1]1[CH:6]=[CH:5][CH:4]=[CH:3][CH:2]=1. The catalyst class is: 3. (6) Reactant: [Cl:1][C:2]1[CH:7]=[CH:6][CH:5]=[CH:4][C:3]=1[CH:8]([C:20]1[CH:28]=[CH:27][C:23]([C:24](O)=[O:25])=[C:22]([F:29])[CH:21]=1)[CH2:9][C:10]([C:12]1[CH:17]=[CH:16][C:15](=[O:18])[N:14]([CH3:19])[CH:13]=1)=[O:11].[O:30]1[CH2:33][CH:32]([NH2:34])[CH2:31]1.CN([P+](ON1N=NC2C=CC=CC1=2)(N(C)C)N(C)C)C.F[P-](F)(F)(F)(F)F. Product: [Cl:1][C:2]1[CH:7]=[CH:6][CH:5]=[CH:4][C:3]=1[CH:8]([C:20]1[CH:28]=[CH:27][C:23]([C:24]([NH:34][CH:32]2[CH2:33][O:30][CH2:31]2)=[O:25])=[C:22]([F:29])[CH:21]=1)[CH2:9][C:10]([C:12]1[CH:17]=[CH:16][C:15](=[O:18])[N:14]([CH3:19])[CH:13]=1)=[O:11]. The catalyst class is: 7. (7) The catalyst class is: 1. Reactant: [F:1][C:2]1[CH:3]=[CH:4][CH:5]=[C:6]2[C:11]=1[C:10]([Mg]Br)=[CH:9][CH:8]=[CH:7]2.[C:14]1([P:20](Cl)[Cl:21])[CH:19]=[CH:18][CH:17]=[CH:16][CH:15]=1. Product: [Cl-:21].[F:1][C:2]1[CH:3]=[CH:4][CH:5]=[C:6]2[C:11]=1[C:10]([PH:20][C:14]1[CH:19]=[CH:18][CH:17]=[CH:16][CH:15]=1)=[CH:9][CH:8]=[CH:7]2.